This data is from Catalyst prediction with 721,799 reactions and 888 catalyst types from USPTO. The task is: Predict which catalyst facilitates the given reaction. (1) Reactant: [CH3:1][C:2]1[CH:7]=[C:6]([O:8]C)[C:5]([N+:10]([O-:12])=[O:11])=[CH:4][C:3]=1[O:13][CH3:14].B(Cl)(Cl)Cl. Product: [CH3:1][C:2]1[C:3]([O:13][CH3:14])=[CH:4][C:5]([N+:10]([O-:12])=[O:11])=[C:6]([OH:8])[CH:7]=1. The catalyst class is: 2. (2) Reactant: [CH:1]1[C:13]2[CH:12]([CH2:14][O:15][C:16]([NH:18][C@H:19]([C:28]([OH:30])=[O:29])[CH2:20][NH:21]C(OCC=C)=O)=[O:17])[C:11]3[C:6](=[CH:7][CH:8]=[CH:9][CH:10]=3)[C:5]=2[CH:4]=[CH:3][CH:2]=1.C1([SiH3])C=CC=CC=1. Product: [NH2:21][CH2:20][C@@H:19]([C:28]([OH:30])=[O:29])[NH:18][C:16]([O:15][CH2:14][CH:12]1[C:11]2[CH:10]=[CH:9][CH:8]=[CH:7][C:6]=2[C:5]2[C:13]1=[CH:1][CH:2]=[CH:3][CH:4]=2)=[O:17]. The catalyst class is: 668. (3) Reactant: [Cl:1][C:2]1[CH:3]=[CH:4][C:5]([O:17][CH2:18][C:19]2[CH:24]=[CH:23][CH:22]=[CH:21][CH:20]=2)=[C:6]([CH2:8][N:9]2[N:13]=[C:12]([C:14]([OH:16])=O)[CH:11]=[N:10]2)[CH:7]=1.S(Cl)(Cl)=O.C(N(CC)CC)C.[F:36][C:37]1[CH:43]=[CH:42][CH:41]=[C:40]([F:44])[C:38]=1[NH2:39]. Product: [Cl:1][C:2]1[CH:3]=[CH:4][C:5]([O:17][CH2:18][C:19]2[CH:24]=[CH:23][CH:22]=[CH:21][CH:20]=2)=[C:6]([CH2:8][N:9]2[N:13]=[C:12]([C:14]([NH:39][C:38]3[C:37]([F:36])=[CH:43][CH:42]=[CH:41][C:40]=3[F:44])=[O:16])[CH:11]=[N:10]2)[CH:7]=1. The catalyst class is: 5. (4) Reactant: [C:1]([C:4]1[CH:31]=[CH:30][C:7]([O:8][CH2:9][C:10]2[CH:11]=[N:12][N:13]([CH:17]3[CH2:22][CH2:21][N:20](C(OCCCC)=O)[CH2:19][CH2:18]3)[C:14]=2[C:15]#[N:16])=[C:6]([F:32])[CH:5]=1)(=[O:3])[NH2:2].FC(F)(F)C(O)=O. Product: [C:15]([C:14]1[N:13]([CH:17]2[CH2:22][CH2:21][NH:20][CH2:19][CH2:18]2)[N:12]=[CH:11][C:10]=1[CH2:9][O:8][C:7]1[CH:30]=[CH:31][C:4]([C:1]([NH2:2])=[O:3])=[CH:5][C:6]=1[F:32])#[N:16]. The catalyst class is: 4. (5) Reactant: [CH:1]1([C:7]([C:9]2[CH:10]([C:27]3[CH:34]=[CH:33][C:30]([C:31]#[N:32])=[CH:29][CH:28]=3)[NH:11][C:12](=[O:26])[N:13]([C:16]3[CH:21]=[CH:20][CH:19]=[C:18]([C:22]([F:25])([F:24])[F:23])[CH:17]=3)[C:14]=2[CH3:15])=[O:8])[CH2:6][CH2:5][CH2:4][CH2:3][CH2:2]1.[H-].[Na+].Br[CH2:38][CH2:39][N:40]([CH2:43][CH3:44])[CH2:41][CH3:42]. The catalyst class is: 1. Product: [CH:1]1([C:7]([C:9]2[CH:10]([C:27]3[CH:28]=[CH:29][C:30]([C:31]#[N:32])=[CH:33][CH:34]=3)[N:11]([CH2:38][CH2:39][N:40]([CH2:43][CH3:44])[CH2:41][CH3:42])[C:12](=[O:26])[N:13]([C:16]3[CH:21]=[CH:20][CH:19]=[C:18]([C:22]([F:25])([F:23])[F:24])[CH:17]=3)[C:14]=2[CH3:15])=[O:8])[CH2:6][CH2:5][CH2:4][CH2:3][CH2:2]1. (6) Reactant: C(OC([N:8]1[CH2:13][CH2:12][CH:11]([O:14][C:15]2[CH:20]=[CH:19][C:18]([CH:21]=[CH:22][C:23]([N:25]3[CH2:30][CH2:29][O:28][CH2:27][CH2:26]3)=[O:24])=[CH:17][N:16]=2)[CH2:10][CH2:9]1)=O)(C)(C)C.FC(F)(F)C(O)=O.O. Product: [N:25]1([C:23](=[O:24])[CH:22]=[CH:21][C:18]2[CH:19]=[CH:20][C:15]([O:14][CH:11]3[CH2:12][CH2:13][NH:8][CH2:9][CH2:10]3)=[N:16][CH:17]=2)[CH2:30][CH2:29][O:28][CH2:27][CH2:26]1. The catalyst class is: 4. (7) Reactant: Cl[C:2]1[C:7]([N+:8]([O-:10])=[O:9])=[CH:6][CH:5]=[C:4]([Cl:11])[N:3]=1.[CH2:12]([N:14](CC)[CH2:15][CH3:16])[CH3:13].N1CCCC1. Product: [Cl:11][C:4]1[N:3]=[C:2]([N:14]2[CH2:15][CH2:16][CH2:13][CH2:12]2)[C:7]([N+:8]([O-:10])=[O:9])=[CH:6][CH:5]=1. The catalyst class is: 23.